From a dataset of KCNQ2 potassium channel screen with 302,405 compounds. Binary Classification. Given a drug SMILES string, predict its activity (active/inactive) in a high-throughput screening assay against a specified biological target. (1) The drug is O1CCN(c2n(CC(O)COc3cc4c(cc3)cccc4)c3c(n2)n(c(=O)[nH]c3=O)C)CC1. The result is 0 (inactive). (2) The drug is Fc1cc(CN2CC(N3CCN(CC3)c3c(OC)cccc3)CCC2)cc(F)c1. The result is 0 (inactive).